From a dataset of Forward reaction prediction with 1.9M reactions from USPTO patents (1976-2016). Predict the product of the given reaction. (1) Given the reactants [Br:1][C:2]1[CH:3]=[C:4]2[C:8](=[CH:9][CH:10]=1)[NH:7][C:6]([C:11]([OH:13])=O)=[CH:5]2.[F:14][C:15]1[CH:16]=[C:17]([CH:19]=[CH:20][CH:21]=1)[NH2:18], predict the reaction product. The product is: [F:14][C:15]1[CH:16]=[C:17]([NH:18][C:11]([C:6]2[NH:7][C:8]3[C:4]([CH:5]=2)=[CH:3][C:2]([Br:1])=[CH:10][CH:9]=3)=[O:13])[CH:19]=[CH:20][CH:21]=1. (2) Given the reactants [NH2:1][C:2]1[C:3]([CH3:18])=[C:4]([NH:10][C:11](=[O:17])[CH2:12][C:13]([CH3:16])([CH3:15])[CH3:14])[C:5]([CH2:8][CH3:9])=[CH:6][CH:7]=1.[F:19][C:20]1[CH:27]=[CH:26][C:23]([CH:24]=O)=[CH:22][CH:21]=1.[BH4-].[Na+].CO, predict the reaction product. The product is: [CH2:8]([C:5]1[C:4]([NH:10][C:11](=[O:17])[CH2:12][C:13]([CH3:14])([CH3:16])[CH3:15])=[C:3]([CH3:18])[C:2]([NH:1][CH2:24][C:23]2[CH:26]=[CH:27][C:20]([F:19])=[CH:21][CH:22]=2)=[CH:7][CH:6]=1)[CH3:9]. (3) The product is: [S:21]([C:18]1[CH:19]=[CH:20][C:15]([CH3:25])=[CH:16][CH:17]=1)([OH:24])(=[O:23])=[O:22].[F:1][C:2]1[CH:3]=[C:4]([CH:5]=[C:6]([C:8]([F:9])([F:10])[F:11])[CH:7]=1)[CH2:12][CH2:13][NH2:14]. Given the reactants [F:1][C:2]1[CH:3]=[C:4]([CH2:12][C:13]#[N:14])[CH:5]=[C:6]([C:8]([F:11])([F:10])[F:9])[CH:7]=1.[C:15]1([CH3:25])[CH:20]=[CH:19][C:18]([S:21]([OH:24])(=[O:23])=[O:22])=[CH:17][CH:16]=1, predict the reaction product. (4) Given the reactants C[O:2][C:3](=[O:40])[CH2:4][CH2:5][NH:6][C:7](=[O:39])[C:8]1[CH:13]=[CH:12][C:11](/[CH:14]=[CH:15]\[CH:16]([C:23]2[CH:24]=[N:25][C:26]([C:29]3[CH:34]=[CH:33][C:32]([C:35]([F:38])([F:37])[F:36])=[CH:31][CH:30]=3)=[CH:27][CH:28]=2)[CH2:17][CH2:18][C:19]([F:22])([F:21])[F:20])=[CH:10][CH:9]=1.[OH-].[Na+].Cl, predict the reaction product. The product is: [F:22][C:19]([F:20])([F:21])[CH2:18][CH2:17][CH:16]([C:23]1[CH:24]=[N:25][C:26]([C:29]2[CH:30]=[CH:31][C:32]([C:35]([F:36])([F:37])[F:38])=[CH:33][CH:34]=2)=[CH:27][CH:28]=1)/[CH:15]=[CH:14]\[C:11]1[CH:10]=[CH:9][C:8]([C:7]([NH:6][CH2:5][CH2:4][C:3]([OH:40])=[O:2])=[O:39])=[CH:13][CH:12]=1. (5) Given the reactants [C:1]([C:3]1[CH:10]=[CH:9][CH:8]=[CH:7][C:4]=1[C:5]#[N:6])#[CH:2].C[Si]([N:15]=[N+:16]=[N-:17])(C)C, predict the reaction product. The product is: [NH:15]1[CH:2]=[C:1]([C:3]2[CH:10]=[CH:9][CH:8]=[CH:7][C:4]=2[C:5]#[N:6])[N:17]=[N:16]1.